Predict the product of the given reaction. From a dataset of Forward reaction prediction with 1.9M reactions from USPTO patents (1976-2016). (1) The product is: [CH3:33][O:32][C:27]1[CH:28]=[CH:29][CH:30]=[CH:31][C:26]=1[CH2:25][N:20]1[CH2:19][CH2:18][N:17]([C:5]2[N:4]=[C:3]([N:2]([CH3:1])[CH3:23])[CH:8]=[C:7]([NH:9][C:10]3[CH:11]=[CH:12][C:13]([CH3:16])=[CH:14][CH:15]=3)[N:6]=2)[CH2:22][CH2:21]1. Given the reactants [CH3:1][N:2]([CH3:23])[C:3]1[CH:8]=[C:7]([NH:9][C:10]2[CH:15]=[CH:14][C:13]([CH3:16])=[CH:12][CH:11]=2)[N:6]=[C:5]([N:17]2[CH2:22][CH2:21][NH:20][CH2:19][CH2:18]2)[N:4]=1.Cl[CH2:25][C:26]1[CH:31]=[CH:30][CH:29]=[CH:28][C:27]=1[O:32][CH3:33].C([O-])(O)=O.[Na+], predict the reaction product. (2) Given the reactants [C:1]([O:5][C:6]([N:8]([CH3:18])[C:9]1[CH:17]=[CH:16][C:12]([C:13](O)=[O:14])=[CH:11][N:10]=1)=[O:7])([CH3:4])([CH3:3])[CH3:2].CN.[Cl:21]CCCl, predict the reaction product. The product is: [C:1]([O:5][C:6](=[O:7])[N:8]([C:9]1[CH:17]=[CH:16][C:12]([C:13]([Cl:21])=[O:14])=[CH:11][N:10]=1)[CH3:18])([CH3:4])([CH3:3])[CH3:2]. (3) Given the reactants [NH2:1][CH2:2][C@H:3]([NH:7][C:8]([O:10][CH2:11][C:12]1[CH:17]=[CH:16][CH:15]=[CH:14][CH:13]=1)=[O:9])[C:4]([OH:6])=[O:5].[CH3:18][C:19](=[CH2:21])[CH3:20].OS(O)(=O)=O.C([O-])(O)=O.[Na+], predict the reaction product. The product is: [NH2:1][CH2:2][C@H:3]([NH:7][C:8]([O:10][CH2:11][C:12]1[CH:17]=[CH:16][CH:15]=[CH:14][CH:13]=1)=[O:9])[C:4]([O:6][C:19]([CH3:21])([CH3:20])[CH3:18])=[O:5]. (4) The product is: [CH2:1]([O:3][C:4]([C:6]1[NH:14][C:13]2[C:12]([Cl:15])=[CH:11][N:10]=[CH:9][C:8]=2[C:7]=1[NH:16][C:17]1[CH:22]=[CH:21][C:20]([I:28])=[CH:19][C:18]=1[F:27])=[O:5])[CH3:2]. Given the reactants [CH2:1]([O:3][C:4]([C:6]1[NH:14][C:13]2[C:12]([Cl:15])=[CH:11][N:10]=[CH:9][C:8]=2[C:7]=1[NH:16][C:17]1[CH:22]=[CH:21][C:20]([Si](C)(C)C)=[CH:19][C:18]=1[F:27])=[O:5])[CH3:2].[I:28]Cl.S([O-])([O-])(=O)=S.[Na+].[Na+], predict the reaction product.